From a dataset of Reaction yield outcomes from USPTO patents with 853,638 reactions. Predict the reaction yield, written as a fraction of the theoretical maximum amount of product (1.0 means a 100% yield; for example, 0.34 means a 34% yield). (1) The reactants are O=[C:2]([CH:6]1[CH2:11][CH2:10][O:9][CH2:8][CH2:7]1)[CH2:3][C:4]#[N:5].C(C1C=C(N)[O:17][N:16]=1)(C)C. No catalyst specified. The product is [O:9]1[CH2:10][CH2:11][CH:6]([C:2]2[CH:3]=[C:4]([NH2:5])[O:17][N:16]=2)[CH2:7][CH2:8]1. The yield is 0.440. (2) The reactants are [N+](C1C=CC=CC=1S([N:13]([CH2:33][C:34]1[CH:39]=[CH:38][CH:37]=[CH:36][N:35]=1)[CH2:14][C:15]1[CH:20]=[CH:19][C:18]([CH2:21][NH:22][CH:23]2[C:32]3[N:31]=[CH:30][CH:29]=[CH:28][C:27]=3[CH2:26][CH2:25][CH2:24]2)=[CH:17][CH:16]=1)(=O)=O)([O-])=O.C(N(CC)CC)C.[C:47](Cl)(=[O:54])[C:48]1[CH:53]=[CH:52][CH:51]=[CH:50][CH:49]=1. The catalyst is C(Cl)Cl. The product is [N:35]1[CH:36]=[CH:37][CH:38]=[CH:39][C:34]=1[CH2:33][NH:13][CH2:14][C:15]1[CH:16]=[CH:17][C:18]([CH2:21][N:22]([CH:23]2[C:32]3[N:31]=[CH:30][CH:29]=[CH:28][C:27]=3[CH2:26][CH2:25][CH2:24]2)[C:47](=[O:54])[C:48]2[CH:53]=[CH:52][CH:51]=[CH:50][CH:49]=2)=[CH:19][CH:20]=1. The yield is 0.850. (3) The reactants are [CH2:1]([OH:23])[C@H:2]1[O:7][C@H:6]([O:8][C@:9]2([CH2:18][OH:19])[O:13][C@H:12]([CH2:14][OH:15])[C@@H:11]([OH:16])[C@@H:10]2[OH:17])[C@H:5]([OH:20])[C@@H:4]([OH:21])[C@@H:3]1[OH:22].C([O-])(=O)CCCCCCCCCCCCCCCCCCCCC.CCCCC/C=C\C/C=C\CCCCCCCC(O)=O. No catalyst specified. The product is [CH2:1]([OH:23])[C@H:2]1[O:7][C@H:6]([O:8][C@:9]2([CH2:18][OH:19])[O:13][C@H:12]([CH2:14][OH:15])[C@@H:11]([OH:16])[C@@H:10]2[OH:17])[C@H:5]([OH:20])[C@@H:4]([OH:21])[C@@H:3]1[OH:22]. The yield is 0.390. (4) The reactants are [NH2:1][C:2]1[C:11]([CH:12]=O)=[CH:10][CH:9]=[CH:8][C:3]=1[C:4]([O:6][CH3:7])=[O:5].[CH:14](=O)[CH2:15][CH3:16].N1CCCCC1. The catalyst is CO. The product is [CH3:16][C:15]1[CH:14]=[N:1][C:2]2[C:11]([CH:12]=1)=[CH:10][CH:9]=[CH:8][C:3]=2[C:4]([O:6][CH3:7])=[O:5]. The yield is 0.660. (5) The reactants are [NH:1]1[CH:5]=[N:4][N:3]=[N:2]1.[C:6]1([CH:12]2[C:15]3([CH2:17][O:16]3)[O:14][CH2:13]2)[CH:11]=[CH:10][CH:9]=[CH:8][CH:7]=1. The catalyst is C1COCC1. The product is [OH:16][CH2:17][C:15]1([N:2]2[N:3]=[N:4][CH:5]=[N:1]2)[CH:12]([C:6]2[CH:11]=[CH:10][CH:9]=[CH:8][CH:7]=2)[CH2:13][O:14]1. The yield is 0.420. (6) The reactants are [H-].[Al+3].[Li+].[H-].[H-].[H-].C([O:9][C:10]([C:12]1[CH:16]=[C:15]([C:17]2[CH:22]=[CH:21][CH:20]=[C:19]([Cl:23])[CH:18]=2)[O:14][N:13]=1)=O)C. The catalyst is C1COCC1. The product is [Cl:23][C:19]1[CH:18]=[C:17]([C:15]2[O:14][N:13]=[C:12]([CH2:10][OH:9])[CH:16]=2)[CH:22]=[CH:21][CH:20]=1. The yield is 0.750. (7) The reactants are [Cl:1][C:2]1[CH:10]=[C:9]2[C:5]([C:6]([CH:11]=[O:12])=[CH:7][NH:8]2)=[CH:4][C:3]=1[C:13]1[CH:24]=[CH:23][C:16]2[O:17][C@H:18]([CH2:21][OH:22])[CH2:19][O:20][C:15]=2[CH:14]=1.Cl([O-])=[O:26].[Na+].P([O-])(O)(O)=O.[Na+]. The catalyst is CC(=CC)C.O.C(O)(C)(C)C.C(#N)C. The product is [Cl:1][C:2]1[CH:10]=[C:9]2[C:5]([C:6]([C:11]([OH:26])=[O:12])=[CH:7][NH:8]2)=[CH:4][C:3]=1[C:13]1[CH:24]=[CH:23][C:16]2[O:17][C@H:18]([CH2:21][OH:22])[CH2:19][O:20][C:15]=2[CH:14]=1. The yield is 0.143. (8) The reactants are [C:1]([O:4][C@H:5]1[CH2:10][CH2:9][C@@H:8](Cl)[CH:7]=[CH:6]1)(=[O:3])[CH3:2].[N-:12]=[N+:13]=[N-:14].[Na+]. The catalyst is CN(C=O)C.[Cl-].[Na+].O.C(OCC)C.O. The product is [C:1]([O:4][C@H:5]1[CH2:10][CH2:9][C@H:8]([N:12]=[N+:13]=[N-:14])[CH:7]=[CH:6]1)(=[O:3])[CH3:2]. The yield is 0.850.